Dataset: NCI-60 drug combinations with 297,098 pairs across 59 cell lines. Task: Regression. Given two drug SMILES strings and cell line genomic features, predict the synergy score measuring deviation from expected non-interaction effect. (1) Drug 1: C1=CC=C(C(=C1)C(C2=CC=C(C=C2)Cl)C(Cl)Cl)Cl. Drug 2: CCCCCOC(=O)NC1=NC(=O)N(C=C1F)C2C(C(C(O2)C)O)O. Cell line: NCI-H322M. Synergy scores: CSS=1.73, Synergy_ZIP=2.17, Synergy_Bliss=4.86, Synergy_Loewe=-1.48, Synergy_HSA=-0.922. (2) Cell line: NCI-H522. Drug 1: CC12CCC3C(C1CCC2O)C(CC4=C3C=CC(=C4)O)CCCCCCCCCS(=O)CCCC(C(F)(F)F)(F)F. Synergy scores: CSS=5.04, Synergy_ZIP=-3.11, Synergy_Bliss=-5.18, Synergy_Loewe=1.13, Synergy_HSA=-1.37. Drug 2: CC(C)(C#N)C1=CC(=CC(=C1)CN2C=NC=N2)C(C)(C)C#N. (3) Drug 1: C1=C(C(=O)NC(=O)N1)F. Drug 2: CC(C1=C(C=CC(=C1Cl)F)Cl)OC2=C(N=CC(=C2)C3=CN(N=C3)C4CCNCC4)N. Cell line: DU-145. Synergy scores: CSS=33.1, Synergy_ZIP=-1.77, Synergy_Bliss=-3.88, Synergy_Loewe=-5.13, Synergy_HSA=-4.24. (4) Cell line: SNB-75. Synergy scores: CSS=28.9, Synergy_ZIP=-3.92, Synergy_Bliss=-1.18, Synergy_Loewe=-9.06, Synergy_HSA=0.791. Drug 1: CC1=C(C(CCC1)(C)C)C=CC(=CC=CC(=CC(=O)O)C)C. Drug 2: CC1C(C(CC(O1)OC2CC(CC3=C2C(=C4C(=C3O)C(=O)C5=C(C4=O)C(=CC=C5)OC)O)(C(=O)CO)O)N)O.Cl.